Dataset: Reaction yield outcomes from USPTO patents with 853,638 reactions. Task: Predict the reaction yield, written as a fraction of the theoretical maximum amount of product (1.0 means a 100% yield; for example, 0.34 means a 34% yield). The reactants are [C:1]([C:3]1[C:4](C)([OH:10])[NH:5][CH:6]=[CH:7][C:8]=1[CH3:9])#[N:2].[CH3:12]O. The catalyst is [Ni].N. The product is [NH2:2][CH2:1][C:3]1[C:4](=[O:10])[NH:5][C:6]([CH3:12])=[CH:7][C:8]=1[CH3:9]. The yield is 1.00.